Dataset: Merck oncology drug combination screen with 23,052 pairs across 39 cell lines. Task: Regression. Given two drug SMILES strings and cell line genomic features, predict the synergy score measuring deviation from expected non-interaction effect. (1) Drug 1: CS(=O)(=O)CCNCc1ccc(-c2ccc3ncnc(Nc4ccc(OCc5cccc(F)c5)c(Cl)c4)c3c2)o1. Drug 2: COC1=C2CC(C)CC(OC)C(O)C(C)C=C(C)C(OC(N)=O)C(OC)C=CC=C(C)C(=O)NC(=CC1=O)C2=O. Cell line: T47D. Synergy scores: synergy=-31.5. (2) Synergy scores: synergy=5.64. Drug 2: NC1CCCCC1N.O=C(O)C(=O)O.[Pt+2]. Cell line: SKMEL30. Drug 1: NC(=O)c1cccc2cn(-c3ccc(C4CCCNC4)cc3)nc12. (3) Drug 1: O=S1(=O)NC2(CN1CC(F)(F)F)C1CCC2Cc2cc(C=CCN3CCC(C(F)(F)F)CC3)ccc2C1. Drug 2: CNC(=O)c1cc(Oc2ccc(NC(=O)Nc3ccc(Cl)c(C(F)(F)F)c3)cc2)ccn1. Cell line: OCUBM. Synergy scores: synergy=11.9. (4) Drug 1: O=S1(=O)NC2(CN1CC(F)(F)F)C1CCC2Cc2cc(C=CCN3CCC(C(F)(F)F)CC3)ccc2C1. Drug 2: O=C(CCCCCCC(=O)Nc1ccccc1)NO. Cell line: UWB1289BRCA1. Synergy scores: synergy=7.55. (5) Drug 1: CCN(CC)CCNC(=O)c1c(C)[nH]c(C=C2C(=O)Nc3ccc(F)cc32)c1C. Drug 2: Cc1nc(Nc2ncc(C(=O)Nc3c(C)cccc3Cl)s2)cc(N2CCN(CCO)CC2)n1. Cell line: LNCAP. Synergy scores: synergy=7.13. (6) Drug 1: CCN(CC)CCNC(=O)c1c(C)[nH]c(C=C2C(=O)Nc3ccc(F)cc32)c1C. Synergy scores: synergy=-11.9. Drug 2: CNC(=O)c1cc(Oc2ccc(NC(=O)Nc3ccc(Cl)c(C(F)(F)F)c3)cc2)ccn1. Cell line: OVCAR3. (7) Drug 1: C=CCn1c(=O)c2cnc(Nc3ccc(N4CCN(C)CC4)cc3)nc2n1-c1cccc(C(C)(C)O)n1. Drug 2: C#Cc1cccc(Nc2ncnc3cc(OCCOC)c(OCCOC)cc23)c1. Cell line: HCT116. Synergy scores: synergy=-4.06. (8) Drug 2: Cn1nnc2c(C(N)=O)ncn2c1=O. Drug 1: O=S1(=O)NC2(CN1CC(F)(F)F)C1CCC2Cc2cc(C=CCN3CCC(C(F)(F)F)CC3)ccc2C1. Synergy scores: synergy=-1.61. Cell line: OV90. (9) Drug 1: COC12C(COC(N)=O)C3=C(C(=O)C(C)=C(N)C3=O)N1CC1NC12. Drug 2: NC(=O)c1cccc2cn(-c3ccc(C4CCCNC4)cc3)nc12. Cell line: UWB1289BRCA1. Synergy scores: synergy=18.7. (10) Drug 1: COc1cccc2c1C(=O)c1c(O)c3c(c(O)c1C2=O)CC(O)(C(=O)CO)CC3OC1CC(N)C(O)C(C)O1. Drug 2: O=C(O)C1(Cc2cccc(Nc3nccs3)n2)CCC(Oc2cccc(Cl)c2F)CC1. Cell line: RKO. Synergy scores: synergy=-1.58.